From a dataset of Peptide-MHC class II binding affinity with 134,281 pairs from IEDB. Regression. Given a peptide amino acid sequence and an MHC pseudo amino acid sequence, predict their binding affinity value. This is MHC class II binding data. (1) The peptide sequence is KMIGGIGGFIKVRQYDQIAI. The MHC is DRB1_0901 with pseudo-sequence DRB1_0901. The binding affinity (normalized) is 0.223. (2) The peptide sequence is AEHQAIVRDVLAAGD. The MHC is DRB1_0301 with pseudo-sequence DRB1_0301. The binding affinity (normalized) is 0.396. (3) The peptide sequence is PPTVTIFKISKTVSE. The MHC is DRB1_0301 with pseudo-sequence DRB1_0301. The binding affinity (normalized) is 0.591.